Dataset: Peptide-MHC class I binding affinity with 185,985 pairs from IEDB/IMGT. Task: Regression. Given a peptide amino acid sequence and an MHC pseudo amino acid sequence, predict their binding affinity value. This is MHC class I binding data. The peptide sequence is AFLLRHYYNK. The MHC is HLA-A11:01 with pseudo-sequence HLA-A11:01. The binding affinity (normalized) is 0.499.